Dataset: CYP2C9 inhibition data for predicting drug metabolism from PubChem BioAssay. Task: Regression/Classification. Given a drug SMILES string, predict its absorption, distribution, metabolism, or excretion properties. Task type varies by dataset: regression for continuous measurements (e.g., permeability, clearance, half-life) or binary classification for categorical outcomes (e.g., BBB penetration, CYP inhibition). Dataset: cyp2c9_veith. (1) The drug is CCCCOc1ccc(CNn2c(C)nc3ccccc3c2=O)cc1. The result is 1 (inhibitor). (2) The molecule is CS(=O)(=O)N1CCC2(CC1)CN(c1ccccc1)C2. The result is 0 (non-inhibitor). (3) The compound is Cn1cnc([N+](=O)[O-])c1Sc1nc(N)nc2c1ncn2Cc1ccccc1. The result is 0 (non-inhibitor). (4) The result is 1 (inhibitor). The drug is Cc1cccc(N(CC(=O)NC2CCCC2)C(=O)c2cc3cc4cccc(C)c4nc3s2)c1C. (5) The molecule is Cc1cc(Cl)ccc1OCC(=O)NCc1ccncc1. The result is 1 (inhibitor). (6) The drug is Br.COCC(C)NCc1cccc(C)c1. The result is 0 (non-inhibitor).